Dataset: Forward reaction prediction with 1.9M reactions from USPTO patents (1976-2016). Task: Predict the product of the given reaction. (1) Given the reactants C(OC([N:8]1[CH2:13][CH2:12][CH:11]([C:14]2[CH:19]=[CH:18][C:17]([NH:20][C:21]3[N:39]=[C:24]4[C:25]([C:29]5[CH:34]=[CH:33][CH:32]=[C:31]([O:35][CH3:36])[C:30]=5[O:37][CH3:38])=[CH:26][CH:27]=[CH:28][N:23]4[N:22]=3)=[CH:16][CH:15]=2)[CH2:10][CH2:9]1)=O)(C)(C)C.FC(F)(F)C(O)=O, predict the reaction product. The product is: [CH3:38][O:37][C:30]1[C:31]([O:35][CH3:36])=[CH:32][CH:33]=[CH:34][C:29]=1[C:25]1[C:24]2[N:23]([N:22]=[C:21]([NH:20][C:17]3[CH:18]=[CH:19][C:14]([CH:11]4[CH2:12][CH2:13][NH:8][CH2:9][CH2:10]4)=[CH:15][CH:16]=3)[N:39]=2)[CH:28]=[CH:27][CH:26]=1. (2) Given the reactants Cl[C:2]1[N:10]=[C:9]2[C:5]([NH:6][CH:7]=[N:8]2)=[C:4](Cl)[N:3]=1.C(OCC)(=O)C.O1C=CCCC1, predict the reaction product. The product is: [N:3]1[CH:4]=[C:5]2[C:9]([N:8]=[CH:7][NH:6]2)=[N:10][CH:2]=1. (3) Given the reactants [OH-].[NH4+:2].[Cl:3][C:4]1[C:5]([F:17])=[C:6]([CH:10]=[C:11]([N+:14]([O-:16])=[O:15])[C:12]=1F)[C:7]([OH:9])=[O:8].Cl, predict the reaction product. The product is: [NH2:2][C:12]1[C:11]([N+:14]([O-:16])=[O:15])=[CH:10][C:6]([C:7]([OH:9])=[O:8])=[C:5]([F:17])[C:4]=1[Cl:3]. (4) Given the reactants [CH2:1]([O:8][C:9]1[C:14]([CH2:15][N:16]2[CH2:25][CH2:24][C:23]3[C:18](=[C:19]([Cl:28])[C:20](Br)=[CH:21][C:22]=3[Cl:26])[C:17]2=[O:29])=[C:13]([CH3:30])[CH:12]=[C:11]([CH3:31])[N:10]=1)[C:2]1[CH:7]=[CH:6][CH:5]=[CH:4][CH:3]=1.B1(/C(/CC)=C/CC)O[C:39]2[C:34](=[CH:35][CH:36]=[CH:37][CH:38]=2)O1.[F-].[Cs+], predict the reaction product. The product is: [CH2:1]([O:8][C:9]1[C:14]([CH2:15][N:16]2[CH2:25][CH2:24][C:23]3[C:18](=[C:19]([Cl:28])[C:20](/[C:34](=[CH:35]/[CH2:36][CH3:37])/[CH2:39][CH3:38])=[CH:21][C:22]=3[Cl:26])[C:17]2=[O:29])=[C:13]([CH3:30])[CH:12]=[C:11]([CH3:31])[N:10]=1)[C:2]1[CH:7]=[CH:6][CH:5]=[CH:4][CH:3]=1. (5) Given the reactants [Br:1][C:2]1[CH:10]=[CH:9][C:8]2[C:4](=[C:5]3[N:14]=[C:13](Cl)[C:12]([C:16]4[CH:21]=[CH:20][CH:19]=[CH:18][CH:17]=4)=[CH:11][N:6]3[N:7]=2)[CH:3]=1.[C:22]([O:26][C:27](=[O:48])[NH:28][C:29]1([C:33]2[CH:38]=[CH:37][C:36](B3OC(C)(C)C(C)(C)O3)=[CH:35][CH:34]=2)[CH2:32][CH2:31][CH2:30]1)([CH3:25])([CH3:24])[CH3:23].C(=O)([O-])[O-].[Na+].[Na+], predict the reaction product. The product is: [C:22]([O:26][C:27](=[O:48])[NH:28][C:29]1([C:33]2[CH:34]=[CH:35][C:36]([C:13]3[C:12]([C:16]4[CH:21]=[CH:20][CH:19]=[CH:18][CH:17]=4)=[CH:11][N:6]4[N:7]=[C:8]5[C:4]([CH:3]=[C:2]([Br:1])[CH:10]=[CH:9]5)=[C:5]4[N:14]=3)=[CH:37][CH:38]=2)[CH2:30][CH2:31][CH2:32]1)([CH3:25])([CH3:23])[CH3:24]. (6) Given the reactants [CH3:1][O:2][C:3]1[CH:4]=[C:5]([C:11]([C:13]2[CH:18]=[CH:17][CH:16]=[C:15]([O:19][CH3:20])[CH:14]=2)=O)[CH:6]=[CH:7][C:8]=1[O:9][CH3:10].C(OP([CH2:29][C:30]#[N:31])(=O)OCC)C.C[Si]([N-][Si](C)(C)C)(C)C.[Li+].COC1C=C(C(C2C=CC=C(OC)C=2)=CC#N)C=C(OC)C=1, predict the reaction product. The product is: [CH3:1][O:2][C:3]1[CH:4]=[C:5]([C:11]([C:13]2[CH:18]=[CH:17][CH:16]=[C:15]([O:19][CH3:20])[CH:14]=2)=[CH:29][C:30]#[N:31])[CH:6]=[CH:7][C:8]=1[O:9][CH3:10]. (7) Given the reactants C(O[C:6](=[O:19])[NH:7][C:8]1[C:17]2[C:12](=[CH:13][CH:14]=[CH:15][CH:16]=2)[C:11]([OH:18])=[CH:10][CH:9]=1)(C)(C)C.[F:20][C:21]1[CH:22]=[C:23]([CH:27]=[C:28]([N:30]2[CH2:35][CH2:34][CH2:33][CH2:32][CH2:31]2)[CH:29]=1)C(O)=O.O[CH2:37][CH2:38][N:39]1[CH2:43][CH2:42][CH2:41][C:40]1=O, predict the reaction product. The product is: [F:20][C:21]1[CH:22]=[C:23]([CH:27]=[C:28]([N:30]2[CH2:31][CH2:32][CH2:33][CH2:34][CH2:35]2)[CH:29]=1)[C:6]([NH:7][C:8]1[C:17]2[C:12](=[CH:13][CH:14]=[CH:15][CH:16]=2)[C:11]([O:18][CH2:43][C:42]2[CH:37]=[CH:38][N:39]=[CH:40][CH:41]=2)=[CH:10][CH:9]=1)=[O:19]. (8) The product is: [Cl:1][CH2:2][CH2:3][CH2:4][O:5][C:6]1[CH:7]=[CH:8][C:9]([C:12]2[S:13][C:14]3[CH2:19][CH2:18][CH:17]([C:20]([OH:22])=[O:21])[C:15]=3[N:16]=2)=[CH:10][CH:11]=1. Given the reactants [Cl:1][CH2:2][CH2:3][CH2:4][O:5][C:6]1[CH:11]=[CH:10][C:9]([C:12]2[S:13][C:14]3[CH2:19][CH2:18][CH:17]([C:20]([O:22]CC)=[O:21])[C:15]=3[N:16]=2)=[CH:8][CH:7]=1.[OH-].[Na+], predict the reaction product.